Dataset: Orexin1 receptor HTS with 218,158 compounds and 233 confirmed actives. Task: Binary Classification. Given a drug SMILES string, predict its activity (active/inactive) in a high-throughput screening assay against a specified biological target. The molecule is s1c(NC(=O)CN2CCN(CC2)CCC)nnc1CC. The result is 0 (inactive).